Predict the reaction yield, written as a fraction of the theoretical maximum amount of product (1.0 means a 100% yield; for example, 0.34 means a 34% yield). From a dataset of Reaction yield outcomes from USPTO patents with 853,638 reactions. (1) The reactants are [CH2:1]([O:4][C@@H:5]1[C@@H:19]([O:20][CH2:21][CH:22]=[CH2:23])[C@@H:18]([O:24][CH2:25][CH:26]=[CH2:27])[C@@H:17]([CH2:28][O:29]C(C2C=CC=CC=2)(C2C=CC=CC=2)C2C=CC=CC=2)[O:16][C@@H:6]1[O:7][C:8]1[CH:13]=[CH:12][C:11]([O:14][CH3:15])=[CH:10][CH:9]=1)[CH:2]=[CH2:3]. The catalyst is CC(O)=O. The product is [CH2:1]([O:4][C@@H:5]1[C@@H:19]([O:20][CH2:21][CH:22]=[CH2:23])[C@@H:18]([O:24][CH2:25][CH:26]=[CH2:27])[C@@H:17]([CH2:28][OH:29])[O:16][C@@H:6]1[O:7][C:8]1[CH:9]=[CH:10][C:11]([O:14][CH3:15])=[CH:12][CH:13]=1)[CH:2]=[CH2:3]. The yield is 0.780. (2) The reactants are [N+:1]([CH2:4][CH:5]1[O:9][B:8]([OH:10])[C:7]2[CH:11]=[CH:12][CH:13]=[CH:14][C:6]1=2)([O-])=O.N.[ClH:16]. The catalyst is C(O)C.O.[Ni]. The product is [ClH:16].[NH2:1][CH2:4][CH:5]1[O:9][B:8]([OH:10])[C:7]2[CH:11]=[CH:12][CH:13]=[CH:14][C:6]1=2. The yield is 0.920. (3) The reactants are [Cl:1][C:2]1[CH:9]=[CH:8][C:5]([CH:6]=O)=[C:4]([NH2:10])[CH:3]=1.[CH2:11]([O:13][C:14](=[O:18])[CH:15]=[CH:16]O)[CH3:12].[Na]. The catalyst is C(O)(=O)C. The product is [CH2:11]([O:13][C:14]([C:15]1[CH:16]=[N:10][C:4]2[C:5]([CH:6]=1)=[CH:8][CH:9]=[C:2]([Cl:1])[CH:3]=2)=[O:18])[CH3:12]. The yield is 0.130. (4) The reactants are [Cl:1][C:2]1[CH:7]=[CH:6][C:5]([CH:8](O)[C:9]2[C:10]([C:24]([O:26][CH2:27][CH3:28])=[O:25])=[N:11][N:12]([CH2:15][C:16]3[CH:21]=[CH:20][C:19]([O:22][CH3:23])=[CH:18][CH:17]=3)[C:13]=2[CH3:14])=[CH:4][CH:3]=1.C(N(CC)CC)C.O(S(C)(=O)=O)S(C)(=O)=O.C(O)(=O)C(O)=O.[NH2:52][C:53]1[CH:54]=[CH:55][C:56](=[O:60])[N:57]([CH3:59])[CH:58]=1. The catalyst is C(Cl)Cl. The product is [Cl:1][C:2]1[CH:7]=[CH:6][C:5]([CH:8]([NH:52][C:53]2[CH:54]=[CH:55][C:56](=[O:60])[N:57]([CH3:59])[CH:58]=2)[C:9]2[C:10]([C:24]([O:26][CH2:27][CH3:28])=[O:25])=[N:11][N:12]([CH2:15][C:16]3[CH:21]=[CH:20][C:19]([O:22][CH3:23])=[CH:18][CH:17]=3)[C:13]=2[CH3:14])=[CH:4][CH:3]=1. The yield is 0.280.